Task: Regression. Given a peptide amino acid sequence and an MHC pseudo amino acid sequence, predict their binding affinity value. This is MHC class I binding data.. Dataset: Peptide-MHC class I binding affinity with 185,985 pairs from IEDB/IMGT (1) The peptide sequence is RLQPNQPPK. The MHC is HLA-A32:01 with pseudo-sequence HLA-A32:01. The binding affinity (normalized) is 0.322. (2) The peptide sequence is QNADKNFLY. The MHC is HLA-A30:02 with pseudo-sequence HLA-A30:02. The binding affinity (normalized) is 0.400.